This data is from Full USPTO retrosynthesis dataset with 1.9M reactions from patents (1976-2016). The task is: Predict the reactants needed to synthesize the given product. (1) Given the product [C:1]([C:3]1[CH:4]=[C:5]([CH:18]=[CH:19][CH:20]=1)[CH2:6][CH2:7][O:8][CH2:9][CH2:10][C:11]([OH:13])=[O:12])#[N:2], predict the reactants needed to synthesize it. The reactants are: [C:1]([C:3]1[CH:4]=[C:5]([CH:18]=[CH:19][CH:20]=1)[CH2:6][CH2:7][O:8][CH2:9][CH2:10][C:11]([O:13]C(C)(C)C)=[O:12])#[N:2].C(C1SC=C(C(N2CC3(CCN(CCC4C=CC(CCOCCC(OC(C)(C)C)=O)=CC=4)CC3)OCC2)=O)N=1)(C)C. (2) Given the product [NH2:2][CH2:1][CH2:3][CH:4]1[CH2:8][N:7]([C:9]([O:11][C:12]([CH3:15])([CH3:13])[CH3:14])=[O:10])[C@H:6]([C:16]([O:18][CH3:19])=[O:17])[CH2:5]1, predict the reactants needed to synthesize it. The reactants are: [C:1]([CH:3]=[C:4]1[CH2:8][N:7]([C:9]([O:11][C:12]([CH3:15])([CH3:14])[CH3:13])=[O:10])[C@H:6]([C:16]([O:18][CH3:19])=[O:17])[CH2:5]1)#[N:2]. (3) The reactants are: Cl[C:2]1[C:3]2[O:10][C:9]3[CH:11]=[CH:12][C:13]([Cl:15])=[CH:14][C:8]=3[C:4]=2[N:5]=[CH:6][N:7]=1.I[CH:17]1[CH2:21][CH2:20][N:19]([C:22]([O:24][C:25]([CH3:28])([CH3:27])[CH3:26])=[O:23])[CH2:18]1. Given the product [Cl:15][C:13]1[CH:12]=[CH:11][C:9]2[O:10][C:3]3[C:2]([CH:21]4[CH2:17][CH2:18][N:19]([C:22]([O:24][C:25]([CH3:28])([CH3:27])[CH3:26])=[O:23])[CH2:20]4)=[N:7][CH:6]=[N:5][C:4]=3[C:8]=2[CH:14]=1, predict the reactants needed to synthesize it. (4) Given the product [CH:33]([C:7]1[C:15]2[N:11]([CH:12]=[CH:13][CH:14]=2)[C:10]([C:16]([O:18][CH2:19][CH3:20])=[O:17])=[CH:9][CH:8]=1)=[O:34], predict the reactants needed to synthesize it. The reactants are: FC(F)(F)S(O[C:7]1[C:15]2[N:11]([CH:12]=[CH:13][CH:14]=2)[C:10]([C:16]([O:18][CH2:19][CH3:20])=[O:17])=[CH:9][CH:8]=1)(=O)=O.[SiH](CC)(CC)CC.CN([CH:33]=[O:34])C. (5) Given the product [CH3:1][O:2][C:3](=[O:26])[CH2:4][C@H:5]1[C:9]2[CH:10]=[CH:11][C:12]([O:14][C@H:15]3[C:23]4[C:18](=[C:19]([O:25][C:28]5[CH:33]=[CH:32][N:31]=[C:30]([CH3:34])[N:29]=5)[CH:20]=[CH:21][C:22]=4[F:24])[CH2:17][CH2:16]3)=[CH:13][C:8]=2[O:7][CH2:6]1, predict the reactants needed to synthesize it. The reactants are: [CH3:1][O:2][C:3](=[O:26])[CH2:4][C@H:5]1[C:9]2[CH:10]=[CH:11][C:12]([O:14][C@H:15]3[C:23]4[C:18](=[C:19]([OH:25])[CH:20]=[CH:21][C:22]=4[F:24])[CH2:17][CH2:16]3)=[CH:13][C:8]=2[O:7][CH2:6]1.Cl[C:28]1[CH:33]=[CH:32][N:31]=[C:30]([CH3:34])[N:29]=1. (6) The reactants are: [C:1]([O:5][C:6](=[O:23])[NH:7][C:8]1[S:9][CH:10]=[CH:11][C@:12]([C:15]2[CH:20]=[CH:19][CH:18]=[C:17]([F:21])[C:16]=2[F:22])([CH3:14])[N:13]=1)([CH3:4])([CH3:3])[CH3:2].C(=O)([O-])[O-].[K+].[K+].[CH3:30][O:31][C:32]1[CH:39]=[CH:38][C:35]([CH2:36]Cl)=[CH:34][CH:33]=1. Given the product [C:1]([O:5][C:6](=[O:23])[N:7]([C:8]1[S:9][CH:10]=[CH:11][C@:12]([C:15]2[CH:20]=[CH:19][CH:18]=[C:17]([F:21])[C:16]=2[F:22])([CH3:14])[N:13]=1)[CH2:36][C:35]1[CH:38]=[CH:39][C:32]([O:31][CH3:30])=[CH:33][CH:34]=1)([CH3:2])([CH3:3])[CH3:4], predict the reactants needed to synthesize it.